Task: Predict the product of the given reaction.. Dataset: Forward reaction prediction with 1.9M reactions from USPTO patents (1976-2016) (1) The product is: [C:25]1([P:18]([C:19]2[CH:20]=[CH:21][CH:22]=[CH:23][CH:24]=2)[C:2]2[CH:3]=[CH:4][CH:5]=[C:6]3[C:11]=2[N:10]=[CH:9][CH:8]=[CH:7]3)[CH:26]=[CH:27][CH:28]=[CH:29][CH:30]=1. Given the reactants Br[C:2]1[CH:3]=[CH:4][CH:5]=[C:6]2[C:11]=1[N:10]=[CH:9][CH:8]=[CH:7]2.[Li]CCCC.Cl[P:18]([C:25]1[CH:30]=[CH:29][CH:28]=[CH:27][CH:26]=1)[C:19]1[CH:24]=[CH:23][CH:22]=[CH:21][CH:20]=1, predict the reaction product. (2) The product is: [CH2:38]([O:37][C:35](=[O:36])[C:27]1[CH:28]=[C:29]([O:8][C:5]2[CH:6]=[CH:7][C:2]([Cl:1])=[C:3]([CH:9]([CH3:24])[C:10]([OH:15])([C:16]3[CH:17]=[CH:18][C:19](=[O:23])[N:20]([CH3:22])[CH:21]=3)[C:11]([F:13])([F:14])[F:12])[CH:4]=2)[CH:30]=[CH:31][C:26]=1[F:25])[CH3:39]. Given the reactants [Cl:1][C:2]1[CH:7]=[CH:6][C:5]([OH:8])=[CH:4][C:3]=1[CH:9]([CH3:24])[C:10]([C:16]1[CH:17]=[CH:18][C:19](=[O:23])[N:20]([CH3:22])[CH:21]=1)([OH:15])[C:11]([F:14])([F:13])[F:12].[F:25][C:26]1[CH:31]=[CH:30][C:29](B(O)O)=[CH:28][C:27]=1[C:35]([O:37][CH2:38][CH3:39])=[O:36], predict the reaction product.